From a dataset of NCI-60 drug combinations with 297,098 pairs across 59 cell lines. Regression. Given two drug SMILES strings and cell line genomic features, predict the synergy score measuring deviation from expected non-interaction effect. (1) Drug 2: CC1CCC2CC(C(=CC=CC=CC(CC(C(=O)C(C(C(=CC(C(=O)CC(OC(=O)C3CCCCN3C(=O)C(=O)C1(O2)O)C(C)CC4CCC(C(C4)OC)O)C)C)O)OC)C)C)C)OC. Cell line: SNB-19. Drug 1: CN(C)N=NC1=C(NC=N1)C(=O)N. Synergy scores: CSS=1.90, Synergy_ZIP=-7.39, Synergy_Bliss=-9.52, Synergy_Loewe=-31.2, Synergy_HSA=-10.9. (2) Drug 1: CC1CC(C(C(C=C(C(C(C=CC=C(C(=O)NC2=CC(=O)C(=C(C1)C2=O)OC)C)OC)OC(=O)N)C)C)O)OC. Drug 2: CC(C)(C#N)C1=CC=C(C=C1)N2C3=C4C=C(C=CC4=NC=C3N(C2=O)C)C5=CC6=CC=CC=C6N=C5. Cell line: HCT116. Synergy scores: CSS=71.3, Synergy_ZIP=6.22, Synergy_Bliss=4.59, Synergy_Loewe=3.51, Synergy_HSA=7.56.